This data is from Forward reaction prediction with 1.9M reactions from USPTO patents (1976-2016). The task is: Predict the product of the given reaction. (1) Given the reactants [CH3:1][N:2]1[C:7](=[O:8])[CH:6]=[CH:5][C:4]([N:9]2[CH2:14][CH2:13][CH:12]([CH2:15][N:16]3[CH2:21][CH2:20][NH:19][CH2:18][C:17]3=[O:22])[CH2:11][CH2:10]2)=[N:3]1.C(N(CC)CC)C.[C:30]1([S:36]([N:39]2[C:47]3[C:42](=[CH:43][CH:44]=[C:45]([S:48](Cl)(=[O:50])=[O:49])[CH:46]=3)[C:41]([Cl:52])=[CH:40]2)(=[O:38])=[O:37])[CH:35]=[CH:34][CH:33]=[CH:32][CH:31]=1.O.ClCCl, predict the reaction product. The product is: [C:30]1([S:36]([N:39]2[C:47]3[C:42](=[CH:43][CH:44]=[C:45]([S:48]([N:19]4[CH2:20][CH2:21][N:16]([CH2:15][CH:12]5[CH2:13][CH2:14][N:9]([C:4]6[CH:5]=[CH:6][C:7](=[O:8])[N:2]([CH3:1])[N:3]=6)[CH2:10][CH2:11]5)[C:17](=[O:22])[CH2:18]4)(=[O:49])=[O:50])[CH:46]=3)[C:41]([Cl:52])=[CH:40]2)(=[O:37])=[O:38])[CH:31]=[CH:32][CH:33]=[CH:34][CH:35]=1. (2) Given the reactants [C:1]([O:5][C:6]([N:8]([C:33]([O:35][C:36]([CH3:39])([CH3:38])[CH3:37])=[O:34])[C:9]1[C:10]([C:16]2[N:20]([C:21]([O:23][C:24]([CH3:27])([CH3:26])[CH3:25])=[O:22])[C:19]3[CH:28]=[C:29]([CH3:32])[CH:30]=[CH:31][C:18]=3[N:17]=2)=[N:11][C:12](Br)=[CH:13][N:14]=1)=[O:7])([CH3:4])([CH3:3])[CH3:2].C(N(CC)CC)C.[CH2:47]([NH2:50])[C:48]#[CH:49], predict the reaction product. The product is: [NH2:50][CH2:47][C:48]#[C:49][C:12]1[N:11]=[C:10]([C:16]2[N:20]([C:21]([O:23][C:24]([CH3:26])([CH3:27])[CH3:25])=[O:22])[C:19]3[CH:28]=[C:29]([CH3:32])[CH:30]=[CH:31][C:18]=3[N:17]=2)[C:9]([N:8]([C:6]([O:5][C:1]([CH3:2])([CH3:3])[CH3:4])=[O:7])[C:33]([O:35][C:36]([CH3:38])([CH3:39])[CH3:37])=[O:34])=[N:14][CH:13]=1. (3) Given the reactants Br[C:2]1[CH:3]=[C:4]([C:23]([NH2:25])=[O:24])[C:5]2[NH:6][C:7]3[C:12]([C:13]=2[CH:14]=1)=[CH:11][CH:10]=[C:9]([C:15]([N:17]1[CH2:22][CH2:21][O:20][CH2:19][CH2:18]1)=[O:16])[CH:8]=3.CC1(C)C(C)(C)OB([C:34]2[N:35]=[CH:36][S:37][CH:38]=2)O1.C([O-])([O-])=O.[Na+].[Na+].CO, predict the reaction product. The product is: [N:17]1([C:15]([C:9]2[CH:8]=[C:7]3[C:12]([C:13]4[CH:14]=[C:2]([C:34]5[N:35]=[CH:36][S:37][CH:38]=5)[CH:3]=[C:4]([C:23]([NH2:25])=[O:24])[C:5]=4[NH:6]3)=[CH:11][CH:10]=2)=[O:16])[CH2:22][CH2:21][O:20][CH2:19][CH2:18]1. (4) Given the reactants [NH2:1][C:2]1[CH:9]=[CH:8][C:5]([C:6]#[N:7])=[CH:4][C:3]=1[Cl:10].[Br:11][C:12]1[CH:13]=[C:14]([CH:17]=[CH:18][CH:19]=1)[CH:15]=O.[CH2:20]=[C:21]([CH3:23])[CH3:22].FC(F)(F)S([O-])(=O)=O.[Yb+3].FC(F)(F)S([O-])(=O)=O.FC(F)(F)S([O-])(=O)=O, predict the reaction product. The product is: [Br:11][C:12]1[CH:13]=[C:14]([CH:15]2[CH2:20][C:21]([CH3:23])([CH3:22])[C:9]3[C:2](=[C:3]([Cl:10])[CH:4]=[C:5]([C:6]#[N:7])[CH:8]=3)[NH:1]2)[CH:17]=[CH:18][CH:19]=1. (5) Given the reactants C(O[O-])(=O)C1C(=CC=CC=1)C([O-])=[O:5].[Mg+2].[F:15][C:16]1[CH:21]=[CH:20][C:19]([S:22][CH3:23])=[C:18]([N+:24]([O-:26])=[O:25])[CH:17]=1, predict the reaction product. The product is: [F:15][C:16]1[CH:21]=[CH:20][C:19]([S:22]([CH3:23])=[O:5])=[C:18]([N+:24]([O-:26])=[O:25])[CH:17]=1. (6) Given the reactants Br[C:2]1[N:3]=[CH:4][C:5]([S:8]([NH:11][CH3:12])(=[O:10])=[O:9])=[N:6][CH:7]=1.[OH:13][CH2:14][C@@H:15]1[O:19][C:18]([C:20]2[NH:24][C:23]([C:25]3[CH:26]=[C:27]([OH:37])[CH:28]=[C:29]([O:31][C@@H:32]([CH3:36])[CH2:33][O:34][CH3:35])[CH:30]=3)=[CH:22][CH:21]=2)=[N:17][CH2:16]1.C(=O)([O-])[O-].[K+].[K+].O, predict the reaction product. The product is: [OH:13][CH2:14][C@@H:15]1[O:19][C:18]([C:20]2[NH:24][C:23]([C:25]3[CH:26]=[C:27]([CH:28]=[C:29]([O:31][C@@H:32]([CH3:36])[CH2:33][O:34][CH3:35])[CH:30]=3)[O:37][C:2]3[N:3]=[CH:4][C:5]([S:8]([NH:11][CH3:12])(=[O:10])=[O:9])=[N:6][CH:7]=3)=[CH:22][CH:21]=2)=[N:17][CH2:16]1. (7) Given the reactants Br[CH2:2][C:3]1[CH:8]=[CH:7][C:6]([N+:9]([O-:11])=[O:10])=[CH:5][C:4]=1[C:12]([F:15])([F:14])[F:13].[C:16]1(=[O:26])[NH:20][C:19](=[O:21])[C:18]2=[CH:22][CH:23]=[CH:24][CH:25]=[C:17]12.[K], predict the reaction product. The product is: [N+:9]([C:6]1[CH:7]=[CH:8][C:3]([CH2:2][N:20]2[C:16](=[O:26])[C:17]3[C:18](=[CH:22][CH:23]=[CH:24][CH:25]=3)[C:19]2=[O:21])=[C:4]([C:12]([F:15])([F:14])[F:13])[CH:5]=1)([O-:11])=[O:10].